Dataset: Reaction yield outcomes from USPTO patents with 853,638 reactions. Task: Predict the reaction yield, written as a fraction of the theoretical maximum amount of product (1.0 means a 100% yield; for example, 0.34 means a 34% yield). (1) The reactants are [Cl:1][C:2]1[CH:13]=[CH:12][C:5]([C:6](OC(C)C)=[O:7])=[C:4]([O:14][CH:15]([CH3:17])[CH3:16])[CH:3]=1.[H-].C([Al+]CC(C)C)C(C)C.CO.[C@H](O)(C([O-])=O)[C@@H](O)C([O-])=O.[Na+].[K+]. The catalyst is O1CCCC1.C1(C)C=CC=CC=1. The product is [Cl:1][C:2]1[CH:13]=[CH:12][C:5]([CH2:6][OH:7])=[C:4]([O:14][CH:15]([CH3:17])[CH3:16])[CH:3]=1. The yield is 0.850. (2) The product is [Br:12][CH2:13][CH2:14][CH2:15][O:1][C:2]1[CH:11]=[CH:10][C:5]2[NH:6][C:7](=[O:9])[NH:8][C:4]=2[CH:3]=1. The yield is 0.120. The reactants are [OH:1][C:2]1[CH:11]=[CH:10][C:5]2[NH:6][C:7](=[O:9])[NH:8][C:4]=2[CH:3]=1.[Br:12][CH2:13][CH2:14][CH2:15]Br.C([O-])([O-])=O.[K+].[K+]. The catalyst is CCO. (3) The product is [OH:27][C@H:7]1[C:8]2[N:9]=[CH:10][N:11]=[C:12]([N:14]3[CH2:19][CH2:18][N:17]([C:20]([O:22][C:23]([CH3:26])([CH3:25])[CH3:24])=[O:21])[CH2:16][CH2:15]3)[C:13]=2[C@H:5]([CH3:4])[CH2:6]1. The reactants are O[Li].O.[CH3:4][C@H:5]1[C:13]2[C:12]([N:14]3[CH2:19][CH2:18][N:17]([C:20]([O:22][C:23]([CH3:26])([CH3:25])[CH3:24])=[O:21])[CH2:16][CH2:15]3)=[N:11][CH:10]=[N:9][C:8]=2[C@H:7]([O:27]C(=O)C2C=CC([N+]([O-])=O)=CC=2)[CH2:6]1.C1COCC1. The catalyst is O. The yield is 1.00.